This data is from Full USPTO retrosynthesis dataset with 1.9M reactions from patents (1976-2016). The task is: Predict the reactants needed to synthesize the given product. (1) Given the product [S:30]1[C:26]([NH:25][S:22]([C:19]2[CH:20]=[CH:21][C:13]3[N:12]([C:3]4[CH:4]=[CH:5][C:6]([C:8]([F:11])([F:10])[F:9])=[CH:7][C:2]=4[C:40]4[CH2:45][CH2:44][N:43]([C:46]([O:48][C:49]([CH3:52])([CH3:51])[CH3:50])=[O:47])[CH2:42][CH:41]=4)[CH2:17][CH2:16][O:15][C:14]=3[CH:18]=2)(=[O:24])=[O:23])=[N:27][CH:28]=[N:29]1, predict the reactants needed to synthesize it. The reactants are: Br[C:2]1[CH:7]=[C:6]([C:8]([F:11])([F:10])[F:9])[CH:5]=[CH:4][C:3]=1[N:12]1[CH2:17][CH2:16][O:15][C:14]2[CH:18]=[C:19]([S:22]([NH:25][C:26]3[S:30][N:29]=[CH:28][N:27]=3)(=[O:24])=[O:23])[CH:20]=[CH:21][C:13]1=2.B1([C:40]2[CH2:45][CH2:44][N:43]([C:46]([O:48][C:49]([CH3:52])([CH3:51])[CH3:50])=[O:47])[CH2:42][CH:41]=2)OC(C)(C)C(C)(C)O1.C([O-])([O-])=O.[K+].[K+]. (2) Given the product [CH3:6][O:7][C:8]1[CH:9]=[C:10]2[CH2:19][CH:18]([CH2:20][CH:21]3[CH2:22][CH2:23][N:24]([CH2:27][C:28]4[CH:33]=[CH:32][CH:31]=[CH:30][CH:29]=4)[CH2:25][CH2:26]3)[C:16](=[O:17])[C:11]2=[CH:12][C:13]=1[O:14][CH3:15].[S:2]([O-:5])(=[O:4])(=[O:3])[CH3:1], predict the reactants needed to synthesize it. The reactants are: [CH3:1][S:2]([OH:5])(=[O:4])=[O:3].[CH3:6][O:7][C:8]1[CH:9]=[C:10]2[CH2:19][CH:18]([CH2:20][CH:21]3[CH2:26][CH2:25][N:24]([CH2:27][C:28]4[CH:29]=[CH:30][CH:31]=[CH:32][CH:33]=4)[CH2:23][CH2:22]3)[C:16](=[O:17])[C:11]2=[CH:12][C:13]=1[O:14][CH3:15].C(OCCC)CC. (3) Given the product [F:1][C:2]1[CH:7]=[CH:6][C:5]([CH2:8][C:9](=[O:10])[CH2:12][C:13]([O:14][CH2:15][CH3:16])=[O:18])=[CH:4][CH:3]=1, predict the reactants needed to synthesize it. The reactants are: [F:1][C:2]1[CH:7]=[CH:6][C:5]([CH2:8][C:9](Cl)=[O:10])=[CH:4][CH:3]=1.[CH3:12][C:13]1(C)[O:18]C(=O)[CH2:16][C:15](=O)[O:14]1.CCN(C(C)C)C(C)C. (4) Given the product [OH:4][CH:3]([CH3:41])[C:2]([CH3:1])([CH3:40])[O:5][C:6]1[CH:11]=[CH:10][C:9]([N:12]2[C:17](=[O:18])[C:16]([CH2:19][C:20]3[CH:25]=[CH:24][C:23]([C:26]4[C:27]([C:32]#[N:33])=[CH:28][CH:29]=[CH:30][CH:31]=4)=[CH:22][CH:21]=3)=[C:15]([CH2:34][CH2:35][CH3:36])[N:14]3[N:37]=[CH:38][N:39]=[C:13]23)=[CH:8][CH:7]=1, predict the reactants needed to synthesize it. The reactants are: [CH3:1][C:2]([CH3:40])([O:5][C:6]1[CH:11]=[CH:10][C:9]([N:12]2[C:17](=[O:18])[C:16]([CH2:19][C:20]3[CH:25]=[CH:24][C:23]([C:26]4[C:27]([C:32]#[N:33])=[CH:28][CH:29]=[CH:30][CH:31]=4)=[CH:22][CH:21]=3)=[C:15]([CH2:34][CH2:35][CH3:36])[N:14]3[N:37]=[CH:38][N:39]=[C:13]23)=[CH:8][CH:7]=1)[CH:3]=[O:4].[CH3:41][Mg]Br.C(OCC)(=O)C.[Cl-].[NH4+]. (5) Given the product [C:41]([C:39]1[CH:40]=[C:36]([NH:35][C:34]([NH:28][C@@H:21]2[C:22]3[C:27](=[CH:26][CH:25]=[CH:24][CH:23]=3)[C@H:18]([O:17][C:14]3[CH:15]=[CH:16][C:11]4[N:12]([C:8]([C:3]5([N:2]([CH3:29])[CH3:1])[CH2:7][CH2:6][CH2:5][CH2:4]5)=[N:9][N:10]=4)[CH:13]=3)[CH2:19][CH2:20]2)=[O:33])[N:37]([C:45]2[CH:50]=[CH:49][C:48]([CH3:51])=[CH:47][CH:46]=2)[N:38]=1)([CH3:44])([CH3:42])[CH3:43], predict the reactants needed to synthesize it. The reactants are: [CH3:1][N:2]([CH3:29])[C:3]1([C:8]2[N:12]3[CH:13]=[C:14]([O:17][C@H:18]4[C:27]5[C:22](=[CH:23][CH:24]=[CH:25][CH:26]=5)[C@@H:21]([NH2:28])[CH2:20][CH2:19]4)[CH:15]=[CH:16][C:11]3=[N:10][N:9]=2)[CH2:7][CH2:6][CH2:5][CH2:4]1.ClC(Cl)(Cl)C[O:33][C:34](=O)[NH:35][C:36]1[N:37]([C:45]2[CH:50]=[CH:49][C:48]([CH3:51])=[CH:47][CH:46]=2)[N:38]=[C:39]([C:41]([CH3:44])([CH3:43])[CH3:42])[CH:40]=1.CCN(C(C)C)C(C)C.O. (6) Given the product [CH2:1]([O:3][C:4]([C:6]1[N:7]([C:16]2[C:21]([N+:22]([O-:24])=[O:23])=[CH:20][CH:19]=[C:18]([O:25][CH3:26])[N:17]=2)[CH:8]=[N:9][C:10]=1[C:11]([F:13])([F:14])[F:12])=[O:5])[CH3:2], predict the reactants needed to synthesize it. The reactants are: [CH2:1]([O:3][C:4]([C:6]1[NH:7][CH:8]=[N:9][C:10]=1[C:11]([F:14])([F:13])[F:12])=[O:5])[CH3:2].Cl[C:16]1[C:21]([N+:22]([O-:24])=[O:23])=[CH:20][CH:19]=[C:18]([O:25][CH3:26])[N:17]=1.[OH-].[K+]. (7) Given the product [Br:1][C:2]1[CH:15]=[CH:14][CH:13]=[C:12]2[C:3]=1[S:4][C:5]1[CH:6]=[CH:7][C:8]([N+:17]([O-:19])=[O:18])=[CH:9][C:10]=1[CH2:11]2, predict the reactants needed to synthesize it. The reactants are: [Br:1][C:2]1[CH:15]=[CH:14][CH:13]=[C:12]2[C:3]=1[S:4][C:5]1[CH:6]=[CH:7][C:8]([N+:17]([O-:19])=[O:18])=[CH:9][C:10]=1[C:11]2=O.B.C1COCC1. (8) The reactants are: [CH3:1][C:2]1([CH3:21])[CH2:6][C:5](=[O:7])[N:4]([C:8]([O:10][CH2:11][C:12]2[CH:17]=[CH:16][CH:15]=[CH:14][CH:13]=2)=[O:9])[N:3]1[CH2:18][C:19]#[CH:20].[BH4-].[Na+].OS(O)(=O)=O. Given the product [OH:7][CH:5]1[N:4]([C:8]([O:10][CH2:11][C:12]2[CH:17]=[CH:16][CH:15]=[CH:14][CH:13]=2)=[O:9])[N:3]([CH2:18][C:19]#[CH:20])[C:2]([CH3:21])([CH3:1])[CH2:6]1, predict the reactants needed to synthesize it.